Dataset: Reaction yield outcomes from USPTO patents with 853,638 reactions. Task: Predict the reaction yield, written as a fraction of the theoretical maximum amount of product (1.0 means a 100% yield; for example, 0.34 means a 34% yield). The catalyst is O1CCCC1. The product is [CH2:19]([S:26][C:2]1[CH:3]=[CH:4][C:5]([CH:8]2[O:9][CH2:11][CH2:12][O:13]2)=[CH:6][CH:7]=1)[C:20]1[CH:25]=[CH:24][CH:23]=[CH:22][CH:21]=1. The reactants are Br[C:2]1[CH:7]=[CH:6][C:5]([CH:8]2[O:13][CH2:12][CH2:11]C[O:9]2)=[CH:4][CH:3]=1.C([Li])CCC.[CH2:19]([S:26][S:26][CH2:19][C:20]1[CH:25]=[CH:24][CH:23]=[CH:22][CH:21]=1)[C:20]1[CH:25]=[CH:24][CH:23]=[CH:22][CH:21]=1. The yield is 0.180.